Dataset: Full USPTO retrosynthesis dataset with 1.9M reactions from patents (1976-2016). Task: Predict the reactants needed to synthesize the given product. (1) Given the product [Cl:1][C:2]1[C:3]([C:11]([NH:16][CH2:15][CH3:14])=[O:13])=[CH:4][NH:5][C:6]=1[C:7]([O:9][CH3:10])=[O:8], predict the reactants needed to synthesize it. The reactants are: [Cl:1][C:2]1[C:3]([C:11]([OH:13])=O)=[CH:4][NH:5][C:6]=1[C:7]([O:9][CH3:10])=[O:8].[CH3:14][CH2:15][N:16](C(C)C)C(C)C.CN(C(ON1N=NC2C=CC=NC1=2)=[N+](C)C)C.F[P-](F)(F)(F)(F)F.C(N)C. (2) Given the product [Cl:1][C:2]1[CH:7]=[CH:6][C:5]([C:8]2[CH2:13][CH2:12][C:11]([CH3:14])([CH3:15])[CH2:10][C:9]=2[CH2:16][N:17]2[CH2:18][CH2:19][N:20]([C:23]3[CH:24]=[CH:25][C:26]([C:27]([OH:29])=[O:28])=[CH:32][CH:33]=3)[CH2:21][CH2:22]2)=[CH:4][CH:3]=1, predict the reactants needed to synthesize it. The reactants are: [Cl:1][C:2]1[CH:7]=[CH:6][C:5]([C:8]2[CH2:13][CH2:12][C:11]([CH3:15])([CH3:14])[CH2:10][C:9]=2[CH2:16][N:17]2[CH2:22][CH2:21][N:20]([C:23]3[CH:33]=[CH:32][C:26]([C:27]([O:29]CC)=[O:28])=[CH:25][CH:24]=3)[CH2:19][CH2:18]2)=[CH:4][CH:3]=1.[OH-].[Na+]. (3) Given the product [CH2:26]([C:27]1[O:6][C:5]([C:4]2[C:3]([NH:13][C:14]3[CH:19]=[CH:18][C:17]([I:20])=[CH:16][C:15]=3[F:21])=[C:2]([F:1])[C:11]([F:12])=[CH:10][CH:9]=2)=[N:7][N:8]=1)[CH3:25], predict the reactants needed to synthesize it. The reactants are: [F:1][C:2]1[C:3]([NH:13][C:14]2[CH:19]=[CH:18][C:17]([I:20])=[CH:16][C:15]=2[F:21])=[C:4]([CH:9]=[CH:10][C:11]=1[F:12])[C:5]([NH:7][NH2:8])=[O:6].C(O[C:25](OCC)(OCC)[CH2:26][CH3:27])C.CS(O)(=O)=O.O. (4) Given the product [F:41][C:35]1[CH:36]=[CH:37][CH:38]=[C:39]([F:40])[C:34]=1[CH:32]1[O:31][N:30]=[C:29]([C:27]2[N:10]=[C:9]([CH:8]3[CH2:7][CH2:6][N:5]([C:12](=[O:24])[CH2:13][N:14]4[C:18]([CH3:19])=[CH:17][C:16]([C:20]([F:22])([F:21])[F:23])=[N:15]4)[CH2:4][CH:3]3[S:2][CH3:1])[S:11][CH:26]=2)[CH2:33]1, predict the reactants needed to synthesize it. The reactants are: [CH3:1][S:2][CH:3]1[CH:8]([C:9](=[S:11])[NH2:10])[CH2:7][CH2:6][N:5]([C:12](=[O:24])[CH2:13][N:14]2[C:18]([CH3:19])=[CH:17][C:16]([C:20]([F:23])([F:22])[F:21])=[N:15]2)[CH2:4]1.Cl[CH2:26][C:27]([C:29]1[CH2:33][CH:32]([C:34]2[C:39]([F:40])=[CH:38][CH:37]=[CH:36][C:35]=2[F:41])[O:31][N:30]=1)=O. (5) The reactants are: C(Cl)CCl.[C:5]([O:9][C:10]([N:12]1[C@H:17]2[CH2:18][CH2:19][C@@H:13]1[CH2:14][CH:15]([C:20](O)=[O:21])[CH2:16]2)=[O:11])([CH3:8])([CH3:7])[CH3:6].Cl.[CH3:24][NH:25][O:26][CH3:27].C(N(CC)CC)C. Given the product [CH3:27][O:26][N:25]([CH3:24])[C:20]([CH:15]1[CH2:16][CH:17]2[N:12]([C:10]([O:9][C:5]([CH3:6])([CH3:7])[CH3:8])=[O:11])[CH:13]([CH2:19][CH2:18]2)[CH2:14]1)=[O:21], predict the reactants needed to synthesize it. (6) Given the product [F:3][C:4]1[C:14]2[CH2:13][O:12][C:11]3[CH:15]=[CH:16][CH:17]=[CH:18][C:10]=3[N:9]([CH2:39][C@H:23]3[CH2:24][CH2:25][CH2:20][CH2:21][N:22]3[CH2:26][CH2:27][C:28]3[CH:33]=[CH:32][C:31]([N:34]([CH3:36])[CH3:35])=[CH:30][CH:29]=3)[C:8]=2[CH:7]=[CH:6][CH:5]=1, predict the reactants needed to synthesize it. The reactants are: [H-].[Na+].[F:3][C:4]1[C:14]2[CH2:13][O:12][C:11]3[CH:15]=[CH:16][CH:17]=[CH:18][C:10]=3[NH:9][C:8]=2[CH:7]=[CH:6][CH:5]=1.Cl[C@@H:20]1[CH2:25][CH2:24][CH2:23][N:22]([CH2:26][CH2:27][C:28]2[CH:33]=[CH:32][C:31]([N:34]([CH3:36])[CH3:35])=[CH:30][CH:29]=2)[CH2:21]1.[Cl-].[Na+].[CH3:39]CCCCC.